This data is from Reaction yield outcomes from USPTO patents with 853,638 reactions. The task is: Predict the reaction yield, written as a fraction of the theoretical maximum amount of product (1.0 means a 100% yield; for example, 0.34 means a 34% yield). (1) The reactants are [C:1](=[O:20])([O:18][CH3:19])[O:2][C:3]1[CH:8]=[C:7]([N+:9]([O-])=O)[C:6]([Cl:12])=[CH:5][C:4]=1[CH:13]1[CH2:17][CH2:16][CH2:15][CH2:14]1.[BH4-].[Na+]. The catalyst is CO.Cl[Ni]Cl. The product is [C:1](=[O:20])([O:18][CH3:19])[O:2][C:3]1[CH:8]=[C:7]([NH2:9])[C:6]([Cl:12])=[CH:5][C:4]=1[CH:13]1[CH2:17][CH2:16][CH2:15][CH2:14]1. The yield is 0.510. (2) The reactants are [CH3:1][S:2](Cl)(=[O:4])=[O:3].[Cl:6][C:7]1[N:12]=[C:11]([CH2:13][OH:14])[CH:10]=[C:9]([N:15]2[CH2:20][CH2:19][O:18][CH2:17][C@H:16]2[CH3:21])[N:8]=1.C(N(CC)CC)C. The catalyst is C(Cl)Cl. The product is [CH3:1][S:2]([O:14][CH2:13][C:11]1[CH:10]=[C:9]([N:15]2[CH2:20][CH2:19][O:18][CH2:17][C@H:16]2[CH3:21])[N:8]=[C:7]([Cl:6])[N:12]=1)(=[O:4])=[O:3]. The yield is 1.05.